Dataset: Full USPTO retrosynthesis dataset with 1.9M reactions from patents (1976-2016). Task: Predict the reactants needed to synthesize the given product. (1) Given the product [Cl:19][C:16]1[CH:17]=[CH:18][C:13]([C:5]2[N:6]=[C:7]3[CH:12]=[CH:11][CH:10]=[CH:9][N:8]3[C:4]=2[CH2:3][N:21]2[C:22](=[O:29])[C:23]3[C:28](=[CH:27][CH:26]=[CH:25][CH:24]=3)[NH:20]2)=[CH:14][CH:15]=1, predict the reactants needed to synthesize it. The reactants are: Cl.Cl[CH2:3][C:4]1[N:8]2[CH:9]=[CH:10][CH:11]=[CH:12][C:7]2=[N:6][C:5]=1[C:13]1[CH:18]=[CH:17][C:16]([Cl:19])=[CH:15][CH:14]=1.[NH:20]1[C:28]2[C:23](=[CH:24][CH:25]=[CH:26][CH:27]=2)[C:22](=[O:29])[NH:21]1. (2) Given the product [CH3:15][C@@H:11]1[CH2:12][CH2:13][CH2:14][N:10]1[CH2:9][CH2:8][CH2:7][O:6][C:5]1[CH:16]=[CH:17][C:2]([N:18]2[CH:22]=[C:21]([C:23]([N:25]3[CH2:26][CH2:27][O:28][CH2:29][CH2:30]3)=[O:24])[CH:20]=[N:19]2)=[CH:3][CH:4]=1, predict the reactants needed to synthesize it. The reactants are: I[C:2]1[CH:17]=[CH:16][C:5]([O:6][CH2:7][CH2:8][CH2:9][N:10]2[CH2:14][CH2:13][CH2:12][C@H:11]2[CH3:15])=[CH:4][CH:3]=1.[NH:18]1[CH:22]=[C:21]([C:23]([N:25]2[CH2:30][CH2:29][O:28][CH2:27][CH2:26]2)=[O:24])[CH:20]=[N:19]1.CN[C@@H]1CCCC[C@H]1NC.C(=O)([O-])[O-].[Cs+].[Cs+].